This data is from Reaction yield outcomes from USPTO patents with 853,638 reactions. The task is: Predict the reaction yield, written as a fraction of the theoretical maximum amount of product (1.0 means a 100% yield; for example, 0.34 means a 34% yield). The reactants are [CH3:1][O:2]/[N:3]=[C:4](/[C:15]1[CH:20]=[CH:19][CH:18]=[CH:17][CH:16]=1)\[CH2:5][O:6][C:7]1[CH:12]=[CH:11][C:10]([CH2:13][OH:14])=[CH:9][CH:8]=1.O[C:22]1[CH:27]=[CH:26][C:25]([CH:28]([C:34]#[C:35][CH3:36])[CH2:29][C:30]([O:32]C)=[O:31])=[CH:24][CH:23]=1. No catalyst specified. The product is [CH3:1][O:2]/[N:3]=[C:4](/[C:15]1[CH:20]=[CH:19][CH:18]=[CH:17][CH:16]=1)\[CH2:5][O:6][C:7]1[CH:12]=[CH:11][C:10]([CH2:13][O:14][C:22]2[CH:27]=[CH:26][C:25]([CH:28]([C:34]#[C:35][CH3:36])[CH2:29][C:30]([OH:32])=[O:31])=[CH:24][CH:23]=2)=[CH:9][CH:8]=1. The yield is 0.206.